This data is from CYP3A4 inhibition data for predicting drug metabolism from PubChem BioAssay. The task is: Regression/Classification. Given a drug SMILES string, predict its absorption, distribution, metabolism, or excretion properties. Task type varies by dataset: regression for continuous measurements (e.g., permeability, clearance, half-life) or binary classification for categorical outcomes (e.g., BBB penetration, CYP inhibition). Dataset: cyp3a4_veith. (1) The molecule is Nc1ccc(Oc2ccc3nc(-c4ccccc4)c(-c4ccc([N+](=O)[O-])cc4)nc3c2)cc1. The result is 1 (inhibitor). (2) The molecule is CCCCN(C(=O)c1c(C)[nH]c(C(=O)OCC)c1C)c1ccccc1. The result is 1 (inhibitor). (3) The molecule is Cc1cc2ccccc2c[n+]1CC(O)C[n+]1cc2ccccc2cc1C. The result is 0 (non-inhibitor). (4) The drug is O=C(O)/C=C\C(=O)Nc1ncn[nH]1. The result is 0 (non-inhibitor). (5) The compound is NC(=O)C[C@H](N)C(N)=O. The result is 0 (non-inhibitor).